From a dataset of Forward reaction prediction with 1.9M reactions from USPTO patents (1976-2016). Predict the product of the given reaction. (1) Given the reactants [C:1]([O:5][C:6]([N:8]1[CH2:13][CH2:12][CH2:11][C@@H:10]([O:14][C:15]2[CH:20]=[C:19]([F:21])[CH:18]=[CH:17][C:16]=2[N+:22]([O-])=O)[CH2:9]1)=[O:7])([CH3:4])([CH3:3])[CH3:2].C([O-])=O.[NH4+], predict the reaction product. The product is: [C:1]([O:5][C:6]([N:8]1[CH2:13][CH2:12][CH2:11][C@@H:10]([O:14][C:15]2[CH:20]=[C:19]([F:21])[CH:18]=[CH:17][C:16]=2[NH2:22])[CH2:9]1)=[O:7])([CH3:4])([CH3:2])[CH3:3]. (2) Given the reactants [N:1]([CH:4]([CH3:28])[CH2:5][O:6][CH:7]1[CH2:27][CH2:26][C:10]2[N:11]=[C:12]([C:14]3[CH:19]=[CH:18][C:17]([O:20][CH2:21][CH:22]4[CH2:24][CH2:23]4)=[C:16]([Cl:25])[CH:15]=3)[O:13][C:9]=2[CH2:8]1)=[N+]=[N-].C1(P([C:42]2[CH:47]=CC=CC=2)C2C=CC=CC=2)C=CC=CC=1.[OH2:48], predict the reaction product. The product is: [Cl:25][C:16]1[CH:15]=[C:14]([C:12]2[O:13][C:9]3[CH2:8][CH:7]([O:6][CH2:5][CH:4]([NH:1][C:47](=[O:48])[CH3:42])[CH3:28])[CH2:27][CH2:26][C:10]=3[N:11]=2)[CH:19]=[CH:18][C:17]=1[O:20][CH2:21][CH:22]1[CH2:24][CH2:23]1. (3) Given the reactants [C:1]([C:3]1[CH:4]=[C:5]2[C:9](=[CH:10][CH:11]=1)[NH:8][C:7](=[O:12])[CH2:6]2)#[N:2].[H-].[Na+].[C:15]([N:18]1[CH2:23][CH2:22][N:21]([CH2:24][CH2:25][O:26][C:27]2[CH:36]=[C:35]3[C:30]([C:31](SC)=[N:32][CH:33]=[N:34]3)=[CH:29][CH:28]=2)[CH2:20][CH2:19]1)(=[O:17])[CH3:16].[Cl-:39].[NH4+], predict the reaction product. The product is: [ClH:39].[C:15]([N:18]1[CH2:19][CH2:20][N:21]([CH2:24][CH2:25][O:26][C:27]2[CH:36]=[C:35]3[C:30]([C:31]([CH:6]4[C:5]5[C:9](=[CH:10][CH:11]=[C:3]([C:1]#[N:2])[CH:4]=5)[NH:8][C:7]4=[O:12])=[N:32][CH:33]=[N:34]3)=[CH:29][CH:28]=2)[CH2:22][CH2:23]1)(=[O:17])[CH3:16]. (4) Given the reactants [CH3:1][C:2](=[N:6][OH:7])[C:3](=[O:5])[CH3:4].[Br:8][C:9]1[CH:16]=[CH:15][C:12]([CH:13]=O)=[CH:11][CH:10]=1, predict the reaction product. The product is: [CH3:1][C:2]1[N+:6]([O-:7])=[C:13]([C:12]2[CH:15]=[CH:16][C:9]([Br:8])=[CH:10][CH:11]=2)[O:5][C:3]=1[CH3:4]. (5) Given the reactants [NH2:1][C:2]1[N:10]=[CH:9][N:8]=[C:7]2[C:3]=1[N:4]=[C:5]([S:24][C:25]1[C:33]([Br:34])=[CH:32][C:28]3[O:29][CH2:30][O:31][C:27]=3[CH:26]=1)[N:6]2[CH:11]1[CH2:16][CH2:15][N:14](C(OC(C)(C)C)=O)[CH2:13][CH2:12]1.C(O)(C(F)(F)F)=O, predict the reaction product. The product is: [Br:34][C:33]1[C:25]([S:24][C:5]2[N:6]([CH:11]3[CH2:16][CH2:15][NH:14][CH2:13][CH2:12]3)[C:7]3[C:3]([N:4]=2)=[C:2]([NH2:1])[N:10]=[CH:9][N:8]=3)=[CH:26][C:27]2[O:31][CH2:30][O:29][C:28]=2[CH:32]=1. (6) Given the reactants [OH:1][CH:2]1[CH2:7][CH2:6][CH:5]([NH:8][C:9]2[CH:16]=[CH:15][C:12]([C:13]#[N:14])=[C:11]([C:17]([F:20])([F:19])[F:18])[CH:10]=2)[CH2:4][CH2:3]1.[H-].[Na+].C([O:27][C:28](=[O:30])[CH3:29])(C)(C)C.FC(F)(F)C(O)=O, predict the reaction product. The product is: [C:13]([C:12]1[CH:15]=[CH:16][C:9]([NH:8][CH:5]2[CH2:6][CH2:7][CH:2]([O:1][CH2:29][C:28]([OH:30])=[O:27])[CH2:3][CH2:4]2)=[CH:10][C:11]=1[C:17]([F:18])([F:19])[F:20])#[N:14].